This data is from Forward reaction prediction with 1.9M reactions from USPTO patents (1976-2016). The task is: Predict the product of the given reaction. (1) Given the reactants [F:1][C:2]1[CH:19]=[C:18]([I:20])[CH:17]=[CH:16][C:3]=1[NH:4][C:5]1[C:6]([C:13]([OH:15])=O)=[CH:7][N:8]([CH3:12])[C:9](=[O:11])[CH:10]=1.C1N=CN(C(N2C=NC=C2)=O)C=1.[NH2:33][CH:34]([CH3:37])[CH2:35][OH:36], predict the reaction product. The product is: [F:1][C:2]1[CH:19]=[C:18]([I:20])[CH:17]=[CH:16][C:3]=1[NH:4][C:5]1[C:6]([C:13]([NH:33][CH:34]([CH3:37])[CH2:35][OH:36])=[O:15])=[CH:7][N:8]([CH3:12])[C:9](=[O:11])[CH:10]=1. (2) Given the reactants C1COCC1.[CH:6]([N:9]1[CH2:14][CH2:13][N:12]([C:15]([C:17]2[CH:22]=[CH:21][C:20]([CH2:23][N:24]3[CH2:29][CH2:28][O:27][CH2:26][CH2:25]3)=[CH:19][CH:18]=2)=[O:16])[CH2:11][CH2:10]1)([CH3:8])[CH3:7].[C:30]([OH:37])(=[O:36])/[CH:31]=[CH:32]/[C:33]([OH:35])=[O:34], predict the reaction product. The product is: [C:30]([OH:37])(=[O:36])/[CH:31]=[CH:32]/[C:33]([OH:35])=[O:34].[CH:6]([N:9]1[CH2:14][CH2:13][N:12]([C:15]([C:17]2[CH:18]=[CH:19][C:20]([CH2:23][N:24]3[CH2:25][CH2:26][O:27][CH2:28][CH2:29]3)=[CH:21][CH:22]=2)=[O:16])[CH2:11][CH2:10]1)([CH3:8])[CH3:7]. (3) Given the reactants [Cl:1][C:2]1[CH:3]=[CH:4][C:5]([F:9])=[C:6]([OH:8])[CH:7]=1.[CH3:10]N(C=O)C.C([O-])([O-])=O.[K+].[K+].IC, predict the reaction product. The product is: [Cl:1][C:2]1[CH:3]=[CH:4][C:5]([F:9])=[C:6]([O:8][CH3:10])[CH:7]=1. (4) Given the reactants Br[C:2]1[CH:7]=[CH:6][C:5]([C:8]([F:11])([F:10])[F:9])=[CH:4][C:3]=1[CH2:12][OH:13].[CH3:14][O:15][C:16](=[O:35])[CH2:17][C:18]1[CH:23]=[CH:22][C:21]([O:24][CH3:25])=[C:20](B2OC(C)(C)C(C)(C)O2)[CH:19]=1, predict the reaction product. The product is: [CH3:14][O:15][C:16](=[O:35])[CH2:17][C:18]1[CH:19]=[C:20]([C:2]2[CH:7]=[CH:6][C:5]([C:8]([F:11])([F:10])[F:9])=[CH:4][C:3]=2[CH2:12][OH:13])[C:21]([O:24][CH3:25])=[CH:22][CH:23]=1. (5) Given the reactants [NH2:1][C:2]1[S:3][C:4]([C:17]2[CH:22]=[CH:21][CH:20]=[C:19]([F:23])[CH:18]=2)=[C:5]([C:7]([N:9]2[C@H:14]([CH2:15][NH2:16])[CH2:13][C@H:12]3[C@@H:10]2[CH2:11]3)=[O:8])[N:6]=1.[CH3:24][C:25]1([CH3:37])[CH2:29][C:28]2[CH:30]=[CH:31][CH:32]=[C:33]([C:34](O)=[O:35])[C:27]=2[O:26]1, predict the reaction product. The product is: [NH2:1][C:2]1[S:3][C:4]([C:17]2[CH:22]=[CH:21][CH:20]=[C:19]([F:23])[CH:18]=2)=[C:5]([C:7]([N:9]2[C@H:14]([CH2:15][NH:16][C:34]([C:33]3[C:27]4[O:26][C:25]([CH3:37])([CH3:24])[CH2:29][C:28]=4[CH:30]=[CH:31][CH:32]=3)=[O:35])[CH2:13][C@H:12]3[C@@H:10]2[CH2:11]3)=[O:8])[N:6]=1. (6) Given the reactants [OH:1][C:2]1[C:28]([O:29][CH3:30])=[CH:27][C:5]2[NH:6][C:7](=[O:26])[C:8]3[CH:14]=[CH:13][C:12]([C:15]4[CH:20]=[CH:19][C:18]([N+:21]([O-:23])=[O:22])=[C:17]([O:24][CH3:25])[CH:16]=4)=[CH:11][C:9]=3[NH:10][C:4]=2[CH:3]=1.Br[CH2:32][CH:33]1[CH2:38][CH2:37][CH2:36][CH2:35][O:34]1.C([O-])([O-])=O.[K+].[K+].CN(C=O)C, predict the reaction product. The product is: [CH3:30][O:29][C:28]1[C:2]([O:1][CH2:32][CH:33]2[CH2:38][CH2:37][CH2:36][CH2:35][O:34]2)=[CH:3][C:4]2[NH:10][C:9]3[CH:11]=[C:12]([C:15]4[CH:20]=[CH:19][C:18]([N+:21]([O-:23])=[O:22])=[C:17]([O:24][CH3:25])[CH:16]=4)[CH:13]=[CH:14][C:8]=3[C:7](=[O:26])[NH:6][C:5]=2[CH:27]=1. (7) The product is: [F:38][CH:37]([F:39])[CH:36]([C:31]1[CH:32]=[CH:33][CH:34]=[C:35]2[C:30]=1[CH2:29][CH2:28][CH:27]2[OH:26])[O:40][CH3:41]. Given the reactants [F-].C([N+](CCCC)(CCCC)CCCC)CCC.C([Si]([O:26][CH:27]1[C:35]2[C:30](=[C:31]([CH:36]([O:40][CH3:41])[CH:37]([F:39])[F:38])[CH:32]=[CH:33][CH:34]=2)[CH2:29][CH2:28]1)(C)C)(C)(C)C, predict the reaction product. (8) The product is: [OH:1][C@@H:2]1[CH2:6][N:5]([C:18]([O:20][C:21]([CH3:24])([CH3:23])[CH3:22])=[O:19])[C@@H:4]([C:7]([O:9][CH3:10])=[O:8])[CH2:3]1. Given the reactants [OH:1][C@@H:2]1[CH2:6][NH:5][C@@H:4]([C:7]([O:9][CH3:10])=[O:8])[CH2:3]1.C(N(CC)CC)C.[C:18](O[C:18]([O:20][C:21]([CH3:24])([CH3:23])[CH3:22])=[O:19])([O:20][C:21]([CH3:24])([CH3:23])[CH3:22])=[O:19], predict the reaction product.